This data is from Forward reaction prediction with 1.9M reactions from USPTO patents (1976-2016). The task is: Predict the product of the given reaction. (1) Given the reactants Cl.[CH:2]1([O:6][C:7]2[C:16]([C:17]3[N:18](COCC[Si](C)(C)C)[C:19]([CH:22]4[CH2:27][CH2:26][N:25](C(OC(C)(C)C)=O)[CH2:24][CH2:23]4)=[CH:20][N:21]=3)=[CH:15][CH:14]=[C:13]3[C:8]=2[CH2:9][CH2:10][C@H:11]([CH3:48])[N:12]3[C:43]([CH:45]2[CH2:47][CH2:46]2)=[O:44])[CH2:5][CH2:4][CH2:3]1, predict the reaction product. The product is: [CH:2]1([O:6][C:7]2[C:16]([C:17]3[NH:18][C:19]([CH:22]4[CH2:23][CH2:24][NH:25][CH2:26][CH2:27]4)=[CH:20][N:21]=3)=[CH:15][CH:14]=[C:13]3[C:8]=2[CH2:9][CH2:10][C@H:11]([CH3:48])[N:12]3[C:43]([CH:45]2[CH2:47][CH2:46]2)=[O:44])[CH2:5][CH2:4][CH2:3]1. (2) Given the reactants [F:1][C:2]1[CH:11]=[CH:10][CH:9]=[CH:8][C:3]=1[C:4](Cl)=[N:5][OH:6].[CH3:12][O:13][C:14](=[O:19])[CH2:15][C:16]([CH3:18])=O.C[O-].[Na+], predict the reaction product. The product is: [CH3:12][O:13][C:14]([C:15]1[C:4]([C:3]2[CH:8]=[CH:9][CH:10]=[CH:11][C:2]=2[F:1])=[N:5][O:6][C:16]=1[CH3:18])=[O:19]. (3) Given the reactants [CH3:1][O:2][C:3]1[CH:8]=[C:7]([O:9][CH3:10])[CH:6]=[CH:5][C:4]=1[CH2:11][N:12]1[C:16](=[O:17])[CH:15]=[C:14]([C:18]2[CH:23]=[CH:22][C:21]([Cl:24])=[C:20]([Cl:25])[CH:19]=2)[C:13]1=[O:26].[CH2:27]([O:29][C:30](=[O:34])[CH:31]=[N+:32]=[N-:33])[CH3:28], predict the reaction product. The product is: [CH3:1][O:2][C:3]1[CH:8]=[C:7]([O:9][CH3:10])[CH:6]=[CH:5][C:4]=1[CH2:11][N:12]1[C:16](=[O:17])[CH:15]2[C:14]([C:18]3[CH:23]=[CH:22][C:21]([Cl:24])=[C:20]([Cl:25])[CH:19]=3)([NH:33][N:32]=[C:31]2[C:30]([O:29][CH2:27][CH3:28])=[O:34])[C:13]1=[O:26]. (4) Given the reactants [CH:1]1([NH2:4])[CH2:3][CH2:2]1.[CH3:5][C:6]1[CH:13]=[CH:12][C:9]([CH:10]=O)=[C:8]([O:14][C@H:15]([CH2:17][CH:18]=[CH2:19])[CH3:16])[CH:7]=1.[BH4-].[Na+], predict the reaction product. The product is: [CH3:5][C:6]1[CH:13]=[CH:12][C:9]([CH2:10][NH:4][CH:1]2[CH2:3][CH2:2]2)=[C:8]([O:14][C@H:15]([CH2:17][CH:18]=[CH2:19])[CH3:16])[CH:7]=1.